From a dataset of Full USPTO retrosynthesis dataset with 1.9M reactions from patents (1976-2016). Predict the reactants needed to synthesize the given product. (1) Given the product [CH3:1][N:2]1[C:7](=[O:8])[C:6]2[CH:9]=[C:10]([C:12]3[CH:17]=[C:16]([S:18]([N:21]4[CH2:26][CH2:25][N:24]([CH2:35][CH2:36][CH3:37])[CH2:23][CH2:22]4)(=[O:20])=[O:19])[CH:15]=[CH:14][C:13]=3[O:27][CH2:28][CH2:29][CH3:30])[NH:11][C:5]=2[N:4]([CH2:31][CH2:32][CH3:33])[C:3]1=[O:34], predict the reactants needed to synthesize it. The reactants are: [CH3:1][N:2]1[C:7](=[O:8])[C:6]2[CH:9]=[C:10]([C:12]3[CH:17]=[C:16]([S:18]([N:21]4[CH2:26][CH2:25][NH:24][CH2:23][CH2:22]4)(=[O:20])=[O:19])[CH:15]=[CH:14][C:13]=3[O:27][CH2:28][CH2:29][CH3:30])[NH:11][C:5]=2[N:4]([CH2:31][CH2:32][CH3:33])[C:3]1=[O:34].[CH:35](=O)[CH2:36][CH3:37].[Na]. (2) Given the product [CH:26]1([C:29]2[S:33][C:32]([NH:34][C:35]([N:2]3[CH2:7][CH2:6][C:5](=[CH:8][C:9]4[CH:25]=[CH:24][CH:23]=[C:11]([O:12][C:13]5[CH:18]=[CH:17][C:16]([C:19]([F:22])([F:20])[F:21])=[CH:15][N:14]=5)[CH:10]=4)[CH2:4][CH2:3]3)=[O:36])=[N:31][N:30]=2)[CH2:28][CH2:27]1, predict the reactants needed to synthesize it. The reactants are: Cl.[NH:2]1[CH2:7][CH2:6][C:5](=[CH:8][C:9]2[CH:10]=[C:11]([CH:23]=[CH:24][CH:25]=2)[O:12][C:13]2[CH:18]=[CH:17][C:16]([C:19]([F:22])([F:21])[F:20])=[CH:15][N:14]=2)[CH2:4][CH2:3]1.[CH:26]1([C:29]2[S:33][C:32]([NH:34][C:35](=O)[O:36]C3C=CC=CC=3)=[N:31][N:30]=2)[CH2:28][CH2:27]1.C(N(CC)CC)C.O.